This data is from Forward reaction prediction with 1.9M reactions from USPTO patents (1976-2016). The task is: Predict the product of the given reaction. Given the reactants [C:1](=[O:4])([O-])[O-].[K+].[K+].I[CH:8]([CH3:10])[CH3:9].CS(O[C:16]1[CH:21]=[CH:20][CH:19]=[C:18]([CH:22]2[CH2:27][CH2:26][NH:25][CH2:24][CH2:23]2)[C:17]=1[F:28])(=O)=O.[C:29](#N)C, predict the reaction product. The product is: [F:28][C:17]1[C:18]([CH:22]2[CH2:27][CH2:26][N:25]([CH2:9][CH2:8][CH3:10])[CH2:24][CH2:23]2)=[CH:19][CH:20]=[CH:21][C:16]=1[C:1](=[O:4])[CH3:29].